From a dataset of Forward reaction prediction with 1.9M reactions from USPTO patents (1976-2016). Predict the product of the given reaction. (1) The product is: [CH:18]1([C:10]2[N:11]3[CH:16]=[CH:15][N:14]=[C:13]([NH2:17])[C:12]3=[C:8]([C:5]3[CH:6]=[CH:7][C:2]([O:31][C:26]4[CH:27]=[CH:28][CH:29]=[CH:30][C:25]=4[F:24])=[C:3]([O:22][CH3:23])[CH:4]=3)[N:9]=2)[CH2:21][CH2:20][CH2:19]1. Given the reactants Br[C:2]1[CH:7]=[CH:6][C:5]([C:8]2[N:9]=[C:10]([CH:18]3[CH2:21][CH2:20][CH2:19]3)[N:11]3[CH:16]=[CH:15][N:14]=[C:13]([NH2:17])[C:12]=23)=[CH:4][C:3]=1[O:22][CH3:23].[F:24][C:25]1[CH:30]=[CH:29][CH:28]=[CH:27][C:26]=1[OH:31], predict the reaction product. (2) Given the reactants [F:1][C:2]1[CH:3]=[C:4]([CH:14]=[C:15]([F:17])[CH:16]=1)[CH2:5][NH:6][C:7](=[O:13])[CH:8]([CH3:12])[C:9]([OH:11])=[O:10].[CH2:18](C(C(OCC)=O)C(OCC)=O)[CH:19]=C, predict the reaction product. The product is: [F:1][C:2]1[CH:3]=[C:4]([CH:14]=[C:15]([F:17])[CH:16]=1)[CH2:5][NH:6][C:7](=[O:13])[CH:8]([CH2:12][CH:18]=[CH2:19])[C:9]([OH:11])=[O:10]. (3) Given the reactants Br[C:2]1[CH:23]=[CH:22][C:5]([C:6]([NH:8][S:9]([C:12]2[CH:17]=[CH:16][CH:15]=[CH:14][C:13]=2[S:18](=[O:21])(=[O:20])[NH2:19])(=[O:11])=[O:10])=[O:7])=[CH:4][C:3]=1[O:24][CH2:25][CH2:26][C:27]([F:30])([F:29])[F:28].[C:31]1([C:37]#[CH:38])[CH:36]=[CH:35][CH:34]=[CH:33][CH:32]=1, predict the reaction product. The product is: [C:31]1([C:37]#[C:38][C:2]2[CH:23]=[CH:22][C:5]([C:6]([NH:8][S:9]([C:12]3[CH:17]=[CH:16][CH:15]=[CH:14][C:13]=3[S:18](=[O:21])(=[O:20])[NH2:19])(=[O:11])=[O:10])=[O:7])=[CH:4][C:3]=2[O:24][CH2:25][CH2:26][C:27]([F:30])([F:29])[F:28])[CH:36]=[CH:35][CH:34]=[CH:33][CH:32]=1.